From a dataset of Catalyst prediction with 721,799 reactions and 888 catalyst types from USPTO. Predict which catalyst facilitates the given reaction. (1) Reactant: [F:1][C:2]1[C:7]([CH:8]([OH:18])[C:9]2[C:17]3[CH:16]=[N:15][CH:14]=[N:13][C:12]=3[NH:11][CH:10]=2)=[CH:6][CH:5]=[CH:4][C:3]=1[NH:19][S:20]([CH2:23][CH2:24][CH3:25])(=[O:22])=[O:21].CC(OI1(OC(C)=O)(OC(C)=O)OC(=O)C2C1=CC=CC=2)=O.S([O-])([O-])(=O)=S.[Na+].[Na+].C(=O)([O-])[O-].[K+].[K+]. Product: [F:1][C:2]1[C:7]([C:8]([C:9]2[C:17]3[CH:16]=[N:15][CH:14]=[N:13][C:12]=3[NH:11][CH:10]=2)=[O:18])=[CH:6][CH:5]=[CH:4][C:3]=1[NH:19][S:20]([CH2:23][CH2:24][CH3:25])(=[O:21])=[O:22]. The catalyst class is: 7. (2) Reactant: O.[OH-].[Li+].[F:4][C:5]1[C:6]([C:25]2[CH:30]=[CH:29][C:28]([S:31][CH3:32])=[CH:27][CH:26]=2)=[CH:7][C:8](=[O:24])[N:9]([CH2:11][CH2:12][C@@:13]([CH3:23])([S:19]([CH3:22])(=[O:21])=[O:20])[C:14]([O:16]CC)=[O:15])[CH:10]=1.Cl. Product: [F:4][C:5]1[C:6]([C:25]2[CH:26]=[CH:27][C:28]([S:31][CH3:32])=[CH:29][CH:30]=2)=[CH:7][C:8](=[O:24])[N:9]([CH2:11][CH2:12][C@@:13]([CH3:23])([S:19]([CH3:22])(=[O:21])=[O:20])[C:14]([OH:16])=[O:15])[CH:10]=1. The catalyst class is: 20. (3) Reactant: [F:1][C:2]1[CH:7]=[C:6]([F:8])[CH:5]=[C:4]([N+:9]([O-:11])=[O:10])[C:3]=1[NH:12][C:13](=O)[CH3:14].[H-].[H-].[H-].[H-].[Li+].[Al+3]. Product: [F:1][C:2]1[CH:7]=[C:6]([F:8])[CH:5]=[C:4]([N+:9]([O-:11])=[O:10])[C:3]=1[NH:12][CH2:13][CH3:14]. The catalyst class is: 1. (4) Reactant: C([BH-](C(CC)C)C(CC)C)(CC)C.[Li+].[C:15]([O:19][C:20]([NH:22][C@@:23]1([C:37]([O:39][C:40]([CH3:43])([CH3:42])[CH3:41])=[O:38])[CH2:28][C:27](=[O:29])[C@@H:26]2[C@H:24]1[C@H:25]2[C:30]([O:32][C:33]([CH3:36])([CH3:35])[CH3:34])=[O:31])=[O:21])([CH3:18])([CH3:17])[CH3:16].C([O-])([O-])=O.[Na+].[Na+].OO. Product: [C:15]([O:19][C:20]([NH:22][C@@:23]1([C:37]([O:39][C:40]([CH3:43])([CH3:42])[CH3:41])=[O:38])[CH2:28][C@H:27]([OH:29])[C@@H:26]2[C@H:24]1[C@H:25]2[C:30]([O:32][C:33]([CH3:35])([CH3:34])[CH3:36])=[O:31])=[O:21])([CH3:18])([CH3:16])[CH3:17]. The catalyst class is: 30. (5) Reactant: [N+:1]([C:4]1[CH:15]=[CH:14][CH:13]=[CH:12][C:5]=1[CH:6]=[CH:7][C:8]([O:10][CH3:11])=[O:9])([O-])=O.O.O.Cl[Sn]Cl.C(=O)(O)[O-].[Na+]. Product: [NH2:1][C:4]1[CH:15]=[CH:14][CH:13]=[CH:12][C:5]=1[CH:6]=[CH:7][C:8]([O:10][CH3:11])=[O:9]. The catalyst class is: 13.